Dataset: Reaction yield outcomes from USPTO patents with 853,638 reactions. Task: Predict the reaction yield, written as a fraction of the theoretical maximum amount of product (1.0 means a 100% yield; for example, 0.34 means a 34% yield). (1) The reactants are [C:1]([C:5]1[CH:6]=[C:7]([CH:36]=[C:37]([C:39]([O:41]C)=[O:40])[CH:38]=1)[CH2:8][CH:9]([CH2:13][CH2:14][CH2:15][S:16]C(C1C=CC=CC=1)(C1C=CC=CC=1)C1C=CC=CC=1)[C:10]([OH:12])=[O:11])([CH3:4])([CH3:3])[CH3:2].C([SiH](C(C)C)C(C)C)(C)C.FC(F)(F)C(O)=O. The catalyst is ClCCl. The product is [C:39]([C:37]1[CH:36]=[C:7]([CH2:8][CH:9]([CH2:13][CH2:14][CH2:15][SH:16])[C:10]([OH:12])=[O:11])[CH:6]=[C:5]([C:1]([CH3:3])([CH3:4])[CH3:2])[CH:38]=1)([OH:41])=[O:40]. The yield is 0.550. (2) The reactants are [OH:1][CH2:2][C@:3]1([C:17]([O:19][C:20]([CH3:23])([CH3:22])[CH3:21])=[O:18])[CH2:7][C:6](=[O:8])[N:5]([C@@H:9]([C:11]2[CH:16]=[CH:15][CH:14]=[CH:13][CH:12]=2)[CH3:10])[CH2:4]1.N1C=CN=C1.[Si:29](Cl)([C:32]([CH3:35])([CH3:34])[CH3:33])([CH3:31])[CH3:30].[Cl-].[NH4+]. The catalyst is CN(C)C=O. The product is [Si:29]([O:1][CH2:2][C@:3]1([C:17]([O:19][C:20]([CH3:22])([CH3:21])[CH3:23])=[O:18])[CH2:7][C:6](=[O:8])[N:5]([C@@H:9]([C:11]2[CH:12]=[CH:13][CH:14]=[CH:15][CH:16]=2)[CH3:10])[CH2:4]1)([C:32]([CH3:35])([CH3:34])[CH3:33])([CH3:31])[CH3:30]. The yield is 0.710. (3) The reactants are [N:1]1([C:9]([O:11][C:12]([CH3:15])([CH3:14])[CH3:13])=[O:10])[CH2:8][CH2:7][CH2:6][C@H:2]1[C:3]([OH:5])=O.[C:16]1([CH2:22][CH2:23][CH2:24][NH2:25])[CH:21]=[CH:20][CH:19]=[CH:18][CH:17]=1.F[P-](F)(F)(F)(F)F.N1(O[P+](N(C)C)(N(C)C)N(C)C)C2C=CC=CC=2N=N1.CCN(C(C)C)C(C)C. The catalyst is CN(C=O)C. The product is [N:1]1([C:9]([O:11][C:12]([CH3:15])([CH3:14])[CH3:13])=[O:10])[CH2:8][CH2:7][CH2:6][C@H:2]1[C:3]([NH:25][CH2:24][CH2:23][CH2:22][C:16]1[CH:21]=[CH:20][CH:19]=[CH:18][CH:17]=1)=[O:5]. The yield is 0.990. (4) The reactants are ClC1C=C([N:13]([CH:23]2[CH2:25][CH2:24]2)[CH2:14][C:15]2[CH:20]=[CH:19][C:18]([O:21][CH3:22])=[CH:17][CH:16]=2)C2N(C(C#N)=CN=2)N=1.NC1C=CC(C)=C(NC(=O)C)C=1.CC1(C)C2C(=C(P(C3C=CC=CC=3)C3C=CC=CC=3)C=CC=2)OC2C(P(C3C=CC=CC=3)C3C=CC=CC=3)=CC=CC1=2.C([SiH](CC)CC)C.C(O)(C(F)(F)F)=O. The catalyst is C(Cl)Cl.[Cu]I.C1C=CC(/C=C/C(/C=C/C2C=CC=CC=2)=O)=CC=1.C1C=CC(/C=C/C(/C=C/C2C=CC=CC=2)=O)=CC=1.C1C=CC(/C=C/C(/C=C/C2C=CC=CC=2)=O)=CC=1.[Pd].[Pd].CC(N(C)C)=O. The product is [CH3:22][O:21][C:18]1[CH:19]=[CH:20][C:15]([CH2:14][NH:13][CH:23]2[CH2:25][CH2:24]2)=[CH:16][CH:17]=1. The yield is 1.00. (5) The reactants are [O:1]=[C:2]1[NH:6][C:5](=[O:7])[CH:4]([NH:8][C:9]2[CH:36]=[CH:35][C:12]([CH2:13][CH2:14][N:15]([CH2:23][C@H:24]([OH:34])[CH2:25][O:26][C:27]3[CH:32]=[CH:31][C:30]([OH:33])=[CH:29][CH:28]=3)C(=O)OC(C)(C)C)=[CH:11][CH:10]=2)[S:3]1.FC(F)(F)C(O)=O. No catalyst specified. The product is [OH:34][C@H:24]([CH2:25][O:26][C:27]1[CH:28]=[CH:29][C:30]([OH:33])=[CH:31][CH:32]=1)[CH2:23][NH:15][CH2:14][CH2:13][C:12]1[CH:35]=[CH:36][C:9]([NH:8][CH:4]2[S:3][C:2](=[O:1])[NH:6][C:5]2=[O:7])=[CH:10][CH:11]=1. The yield is 0.200. (6) The reactants are Br[C:2]1[CH:3]=[C:4]([NH:10][C:11]2[CH:16]=[N:15][C:14]([N:17]3[CH2:22][CH2:21][N:20]([CH:23]4[CH2:26][O:25][CH2:24]4)[CH2:19][C@@H:18]3[CH3:27])=[CH:13][N:12]=2)[C:5](=[O:9])[N:6]([CH3:8])[CH:7]=1.BrC1C=C(NC2C=CC(N3CCN(C4COC4)C[C@@H]3C)=CN=2)C(=O)N(C)C=1.[C:55]([O:58][CH2:59][C:60]1[C:61]([N:75]2[CH2:87][CH2:86][N:78]3[C:79]4[CH2:80][CH2:81][CH2:82][CH2:83][C:84]=4[CH:85]=[C:77]3[C:76]2=[O:88])=[N:62][CH:63]=[CH:64][C:65]=1B1OC(C)(C)C(C)(C)O1)(=[O:57])[CH3:56].[O-]P([O-])([O-])=O.[K+].[K+].[K+].C([O-])(=O)C.[Na+]. The catalyst is C1C=CC(P(C2C=CC=CC=2)[C-]2C=CC=C2)=CC=1.C1C=CC(P(C2C=CC=CC=2)[C-]2C=CC=C2)=CC=1.Cl[Pd]Cl.[Fe+2].C(#N)C.O. The product is [C:55]([O:58][CH2:59][C:60]1[C:61]([N:75]2[CH2:87][CH2:86][N:78]3[C:79]4[CH2:80][CH2:81][CH2:82][CH2:83][C:84]=4[CH:85]=[C:77]3[C:76]2=[O:88])=[N:62][CH:63]=[CH:64][C:65]=1[C:2]1[CH:3]=[C:4]([NH:10][C:11]2[CH:16]=[N:15][C:14]([N:17]3[CH2:22][CH2:21][N:20]([CH:23]4[CH2:26][O:25][CH2:24]4)[CH2:19][C@@H:18]3[CH3:27])=[CH:13][N:12]=2)[C:5](=[O:9])[N:6]([CH3:8])[CH:7]=1)(=[O:57])[CH3:56]. The yield is 0.420. (7) The catalyst is O1CCOCC1. The yield is 0.490. The product is [C:1]([O:5][C:6]1[CH:13]=[CH:12][C:9]([C:10]([OH:18])=[O:11])=[CH:8][C:7]=1[O:14][CH3:15])([CH3:4])([CH3:3])[CH3:2]. The reactants are [C:1]([O:5][C:6]1[CH:13]=[CH:12][C:9]([CH:10]=[O:11])=[CH:8][C:7]=1[O:14][CH3:15])([CH3:4])([CH3:3])[CH3:2].[OH-].[K+].[O-:18][Mn](=O)(=O)=O.[K+]. (8) The reactants are [CH3:1][C:2](=[CH2:16])[CH2:3][CH2:4][O:5][C:6]1[CH:7]=[C:8]([NH:12][C:13](=[O:15])[CH3:14])[CH:9]=[CH:10][CH:11]=1.[Al+3].[Cl-].[Cl-].[Cl-].O. The catalyst is FC1C=CC=CC=1. The product is [CH3:16][C:2]1([CH3:1])[C:11]2[C:6](=[CH:7][C:8]([NH:12][C:13](=[O:15])[CH3:14])=[CH:9][CH:10]=2)[O:5][CH2:4][CH2:3]1. The yield is 0.540.